This data is from Full USPTO retrosynthesis dataset with 1.9M reactions from patents (1976-2016). The task is: Predict the reactants needed to synthesize the given product. (1) Given the product [C:28]([C:25]1[S:24][C:23]([C:10]2[CH:9]=[C:8]([OH:7])[CH:13]=[CH:12][C:11]=2[C:14]2[CH:19]=[C:18]([O:20][CH3:21])[CH:17]=[CH:16][C:15]=2[F:22])=[N:27][N:26]=1)([CH3:31])([CH3:29])[CH3:30], predict the reactants needed to synthesize it. The reactants are: C([O:7][C:8]1[CH:13]=[CH:12][C:11]([C:14]2[CH:19]=[C:18]([O:20][CH3:21])[CH:17]=[CH:16][C:15]=2[F:22])=[C:10]([C:23]2[S:24][C:25]([C:28]([CH3:31])([CH3:30])[CH3:29])=[N:26][N:27]=2)[CH:9]=1)(=O)C(C)(C)C.[OH-].[Na+].O.Cl. (2) Given the product [CH3:18][O:5][C:4](=[O:6])[C:3]1[CH:7]=[CH:8][C:9]([F:11])=[CH:10][C:2]=1[OH:1], predict the reactants needed to synthesize it. The reactants are: [OH:1][C:2]1[CH:10]=[C:9]([F:11])[CH:8]=[CH:7][C:3]=1[C:4]([OH:6])=[O:5].S(=O)(=O)(O)O.O.[CH3:18]O. (3) Given the product [Cl:14][C:11]1[CH:12]=[CH:13][C:8](/[CH:31]=[CH:30]/[C:29]([NH:28][C:20]2[CH:21]=[CH:22][C:23]([C:24]([F:25])([F:26])[F:27])=[C:18]([Cl:17])[CH:19]=2)=[O:32])=[CH:9][C:10]=1[O:15][CH3:16], predict the reactants needed to synthesize it. The reactants are: C([O-])([O-])=O.[K+].[K+].Br[C:8]1[CH:13]=[CH:12][C:11]([Cl:14])=[C:10]([O:15][CH3:16])[CH:9]=1.[Cl:17][C:18]1[CH:19]=[C:20]([NH:28][C:29](=[O:32])[CH:30]=[CH2:31])[CH:21]=[CH:22][C:23]=1[C:24]([F:27])([F:26])[F:25].C1C=CC(P(C2C=CC=CC=2)C2C=CC=CC=2)=CC=1. (4) Given the product [NH2:21][CH2:20][C:10]1([OH:13])[CH2:9][CH2:8][CH:7]([O:6][C:5]2[CH:4]=[CH:3][C:2]([Cl:1])=[CH:15][CH:14]=2)[CH2:12][CH2:11]1, predict the reactants needed to synthesize it. The reactants are: [Cl:1][C:2]1[CH:15]=[CH:14][C:5]([O:6][CH:7]2[CH2:12][CH2:11][C:10](=[O:13])[CH2:9][CH2:8]2)=[CH:4][CH:3]=1.[Si]([C:20]#[N:21])(C)(C)C.[H-].[H-].[H-].[H-].[Li+].[Al+3]. (5) The reactants are: Cl.[O:2]1[CH2:6][CH2:5][C:4]2[CH:7]=[C:8]([NH:11][CH3:12])[CH:9]=[CH:10][C:3]1=2.[OH-].[Na+].[Na+].[Cl-]. Given the product [O:2]1[CH2:6][CH2:5][C:4]2[CH:7]=[C:8]([NH:11][CH3:12])[CH:9]=[CH:10][C:3]1=2, predict the reactants needed to synthesize it. (6) The reactants are: [CH3:1][Si](C=[N+]=[N-])(C)C.CCCCCC.[N:14]12[CH2:21][CH2:20][CH:17]([CH2:18][CH2:19]1)[C:16](=[O:22])[CH2:15]2.CO. Given the product [N:14]12[CH2:21][CH2:20][CH:17]([CH2:18][CH2:19]1)[C:16](=[O:22])[CH2:15][CH2:1]2, predict the reactants needed to synthesize it. (7) Given the product [OH:24][CH:9]([C:6]1[N:7]=[CH:8][C:3]([C:1]#[N:2])=[C:4]([O:25][CH3:26])[CH:5]=1)[CH2:10][N:11]1[CH2:12][CH2:13][NH:14][CH2:15][CH2:16]1, predict the reactants needed to synthesize it. The reactants are: [C:1]([C:3]1[C:4]([O:25][CH3:26])=[CH:5][C:6]([CH:9]([OH:24])[CH2:10][N:11]2[CH2:16][CH2:15][N:14](C(OC(C)(C)C)=O)[CH2:13][CH2:12]2)=[N:7][CH:8]=1)#[N:2]. (8) Given the product [F:18][C:19]1[CH:26]=[CH:25][CH:24]=[CH:23][C:20]=1[C:21]1[N:22]=[N:15][N:14]([CH3:17])[CH:13]=1, predict the reactants needed to synthesize it. The reactants are: C(NC(C)C)(C)C.C([Li])CCC.[CH3:13][N:14]([CH3:17])[N:15]=O.[F:18][C:19]1[CH:26]=[CH:25][CH:24]=[CH:23][C:20]=1[C:21]#[N:22].